This data is from Catalyst prediction with 721,799 reactions and 888 catalyst types from USPTO. The task is: Predict which catalyst facilitates the given reaction. (1) Reactant: Br[C:2]1[CH:3]=[CH:4][C:5]2[NH:6][C:7]3[C:12]([C:13]=2[CH:14]=1)=[CH:11][CH:10]=[CH:9][CH:8]=3.[Cu][C:16]#[N:17].O.CO. Product: [CH:4]1[C:5]2[NH:6][C:7]3[C:12](=[CH:11][CH:10]=[CH:9][CH:8]=3)[C:13]=2[CH:14]=[C:2]([C:16]#[N:17])[CH:3]=1. The catalyst class is: 60. (2) Reactant: C(N(CC)CC)C.[C:8]([O:12][C:13]([N-:15][S:16](N1C=CC(=[N+](C)C)C=C1)(=[O:18])=[O:17])=[O:14])([CH3:11])([CH3:10])[CH3:9].[NH2:28][C:29]1[CH:30]=[C:31]([CH:53]=[CH:54][CH:55]=1)[CH2:32][C:33]1[C:34](=[O:52])[O:35][C:36]2[CH:44]=[C:43]([O:45][C:46](=[O:50])[N:47]([CH3:49])[CH3:48])[C:42]([Cl:51])=[CH:41][C:37]=2[C:38]=1[CH2:39][F:40].O. Product: [C:8]([O:12][C:13]([NH:15][S:16]([NH:28][C:29]1[CH:30]=[C:31]([CH:53]=[CH:54][CH:55]=1)[CH2:32][C:33]1[C:34](=[O:52])[O:35][C:36]2[CH:44]=[C:43]([O:45][C:46](=[O:50])[N:47]([CH3:49])[CH3:48])[C:42]([Cl:51])=[CH:41][C:37]=2[C:38]=1[CH2:39][F:40])(=[O:18])=[O:17])=[O:14])([CH3:11])([CH3:9])[CH3:10]. The catalyst class is: 4. (3) Reactant: [S:1](=[O:37])(=[O:36])([O:3][CH2:4][C@@H:5]1[C@@H:12]2[C@@H:8]([O:9]C(C)(C)[O:11]2)[C@H:7]([N:15]2[CH:23]=[N:22][C:21]3[C:16]2=[N:17][CH:18]=[N:19][C:20]=3[C:24]#[C:25][C:26]2[CH:31]=[CH:30][CH:29]=[CH:28][C:27]=2[C:32]([F:35])([F:34])[F:33])[O:6]1)[NH2:2]. Product: [S:1](=[O:36])(=[O:37])([O:3][CH2:4][C@@H:5]1[C@@H:12]([OH:11])[C@@H:8]([OH:9])[C@H:7]([N:15]2[CH:23]=[N:22][C:21]3[C:16]2=[N:17][CH:18]=[N:19][C:20]=3[C:24]#[C:25][C:26]2[CH:31]=[CH:30][CH:29]=[CH:28][C:27]=2[C:32]([F:35])([F:34])[F:33])[O:6]1)[NH2:2]. The catalyst class is: 484. (4) Reactant: [NH2:1][C:2]1[C:3]([NH:32][CH3:33])=[CH:4][C:5]([C:10]2[CH:27]=[CH:26][C:13]([O:14][CH2:15][CH2:16][N:17]([CH3:25])[C:18](=[O:24])[O:19][C:20]([CH3:23])([CH3:22])[CH3:21])=[C:12]([C:28]([F:31])([F:30])[F:29])[CH:11]=2)=[N:6][C:7]=1[C:8]#[N:9].Cl.[N:35]([O-])=O.[Na+]. Product: [C:8]([C:7]1[C:2]2[N:1]=[N:35][N:32]([CH3:33])[C:3]=2[CH:4]=[C:5]([C:10]2[CH:27]=[CH:26][C:13]([O:14][CH2:15][CH2:16][N:17]([CH3:25])[C:18](=[O:24])[O:19][C:20]([CH3:22])([CH3:21])[CH3:23])=[C:12]([C:28]([F:29])([F:30])[F:31])[CH:11]=2)[N:6]=1)#[N:9]. The catalyst class is: 38. (5) Product: [Br:1][C:2]1[CH:3]=[C:4]2[C:9](=[CH:10][CH:11]=1)[C:8](=[O:12])[NH:7][C:6](=[O:13])/[C:5]/2=[CH:14]\[NH:15][CH2:16][C:17]1[CH:22]=[CH:21][C:20]([O:23][CH:26]([CH3:28])[CH3:27])=[C:19]([OH:24])[CH:18]=1. The catalyst class is: 3. Reactant: [Br:1][C:2]1[CH:3]=[C:4]2[C:9](=[CH:10][CH:11]=1)[C:8](=[O:12])[NH:7][C:6](=[O:13])/[C:5]/2=[CH:14]\[NH:15][CH2:16][C:17]1[CH:22]=[CH:21][C:20]([OH:23])=[C:19]([OH:24])[CH:18]=1.I[CH:26]([CH3:28])[CH3:27].C(=O)([O-])[O-].[K+].[K+].